From a dataset of Forward reaction prediction with 1.9M reactions from USPTO patents (1976-2016). Predict the product of the given reaction. (1) Given the reactants Cl[C:2]1[N:7]=[N:6][C:5]([C:8]2[CH:17]=[C:16]3[C:11]([CH:12]([C:25]4[CH:30]=[CH:29][C:28]([Cl:31])=[C:27]([Cl:32])[CH:26]=4)[CH2:13][N:14](C(OC(C)(C)C)=O)[CH2:15]3)=[CH:10][CH:9]=2)=[CH:4][CH:3]=1.O.NN, predict the reaction product. The product is: [Cl:32][C:27]1[CH:26]=[C:25]([CH:12]2[C:11]3[C:16](=[CH:17][C:8]([C:5]4[N:6]=[N:7][CH:2]=[CH:3][CH:4]=4)=[CH:9][CH:10]=3)[CH2:15][NH:14][CH2:13]2)[CH:30]=[CH:29][C:28]=1[Cl:31]. (2) Given the reactants [NH2:1][C:2]1[C:10]([NH2:11])=[C:9]([F:12])[C:8]([O:13][CH3:14])=[C:7]([F:15])[C:3]=1[C:4]([OH:6])=[O:5].COC(C1C2N=C(N)[NH:25][C:24]=2C=CC=1)=O.BrC#N, predict the reaction product. The product is: [NH2:25][C:24]1[NH:11][C:10]2[C:9]([F:12])=[C:8]([O:13][CH3:14])[C:7]([F:15])=[C:3]([C:4]([OH:6])=[O:5])[C:2]=2[N:1]=1. (3) Given the reactants [H-].[Na+:2].[NH:3]1[CH:7]=[CH:6][C:5]([C:8]2[S:9][CH:10]=[CH:11][N:12]=2)=[N:4]1.C[O:14][C:15](=[O:19])[CH2:16][CH2:17]Br, predict the reaction product. The product is: [S:9]1[CH:10]=[CH:11][N:12]=[C:8]1[C:5]1[CH:6]=[CH:7][N:3]([CH2:17][CH2:16][C:15]([O-:19])=[O:14])[N:4]=1.[Na+:2]. (4) Given the reactants [C:1]([O:20][CH3:21])(=[O:19])[CH2:2][CH2:3][CH2:4][CH2:5][CH2:6][CH2:7][CH2:8]/[CH:9]=[CH:10]\[CH2:11][CH2:12][CH2:13][CH2:14][CH2:15][CH2:16][CH2:17][CH3:18].[OH:22]P(O)(O)=O.[OH2:27].[CH3:28][O:29][C@H:30]1[C@H:34]2[O:35][CH2:36][C@H:37]([O:38][CH3:39])[C@H:33]2[O:32][CH2:31]1, predict the reaction product. The product is: [OH:27][CH:9]([CH:10]([OH:22])[CH2:11][CH2:12][CH2:13][CH2:14][CH2:15][CH2:16][CH2:17][CH3:18])[CH2:8][CH2:7][CH2:6][CH2:5][CH2:4][CH2:3][CH2:2][C:1]([O:20][CH3:21])=[O:19].[CH3:39][O:38][C@H:37]1[C@H:33]2[O:32][CH2:31][C@H:30]([O:29][CH3:28])[C@H:34]2[O:35][CH2:36]1. (5) Given the reactants [H-].[Na+].[I-].[CH3:4][S+](C)(C)=O.Cl.Cl.[CH3:11][O:12][C:13]1[CH:14]=[C:15]2[C:19](=[CH:20][CH:21]=1)[NH:18][C:17](=[O:22])[C:16]2=[CH:23][C:24]1[CH:32]=[C:31]2[C:27]([C:28](/[CH:33]=[CH:34]/[C:35]3[CH:36]=[N:37][C:38]([N:41]4[CH2:46][CH2:45][N:44]([CH3:47])[CH2:43][CH2:42]4)=[CH:39][CH:40]=3)=[N:29][NH:30]2)=[CH:26][CH:25]=1, predict the reaction product. The product is: [CH3:11][O:12][C:13]1[CH:14]=[C:15]2[C:19](=[CH:20][CH:21]=1)[NH:18][C:17](=[O:22])[C@:16]12[CH2:4][C@H:23]1[C:24]1[CH:32]=[C:31]2[C:27]([C:28](/[CH:33]=[CH:34]/[C:35]3[CH:36]=[N:37][C:38]([N:41]4[CH2:46][CH2:45][N:44]([CH3:47])[CH2:43][CH2:42]4)=[CH:39][CH:40]=3)=[N:29][NH:30]2)=[CH:26][CH:25]=1. (6) Given the reactants [CH3:1][O:2][C:3]1[CH:22]=[CH:21][C:6]([CH2:7][C@@H:8]2[C:12]3=[N:13][C:14]4[CH:19]=[CH:18][CH:17]=[CH:16][C:15]=4[N:11]3[C:10](=[O:20])[NH:9]2)=[CH:5][CH:4]=1.Cl.[CH3:24][C:25]1[CH:26]=[C:27]([CH2:32][CH2:33][NH2:34])[CH:28]=[CH:29][C:30]=1[CH3:31].C(O)(C(F)(F)F)=O, predict the reaction product. The product is: [NH:13]1[C:14]2[CH:19]=[CH:18][CH:17]=[CH:16][C:15]=2[N:11]=[C:12]1[C@H:8]([NH:9][C:10]([NH:34][CH2:33][CH2:32][C:27]1[CH:28]=[CH:29][C:30]([CH3:31])=[C:25]([CH3:24])[CH:26]=1)=[O:20])[CH2:7][C:6]1[CH:5]=[CH:4][C:3]([O:2][CH3:1])=[CH:22][CH:21]=1.